This data is from Catalyst prediction with 721,799 reactions and 888 catalyst types from USPTO. The task is: Predict which catalyst facilitates the given reaction. (1) Reactant: Br[C:2]1[CH:10]=[C:9]2[C:5]([CH:6]=[N:7][N:8]2[CH2:11][CH:12]([CH3:14])[CH3:13])=[CH:4][C:3]=1[O:15][C:16]1[CH:21]=[CH:20][C:19]([F:22])=[CH:18][C:17]=1[F:23].[CH3:24][N:25]([CH3:30])[CH2:26][CH2:27][CH2:28][NH2:29].C1C=CC(P(C2C(C3C(P(C4C=CC=CC=4)C4C=CC=CC=4)=CC=C4C=3C=CC=C4)=C3C(C=CC=C3)=CC=2)C2C=CC=CC=2)=CC=1.CC([O-])(C)C.[Na+]. Product: [F:23][C:17]1[CH:18]=[C:19]([F:22])[CH:20]=[CH:21][C:16]=1[O:15][C:3]1[CH:4]=[C:5]2[C:9](=[CH:10][C:2]=1[NH:29][CH2:28][CH2:27][CH2:26][N:25]([CH3:30])[CH3:24])[N:8]([CH2:11][CH:12]([CH3:14])[CH3:13])[N:7]=[CH:6]2. The catalyst class is: 62. (2) Reactant: C(O[C:5]1[CH:14]=[C:13]([CH2:15][NH:16][C:17]([C:19]2[C:24]3[O:25][C:26]4[C@@:27]([CH3:37])([C:28](=[O:36])[C:29]([C:33](=[O:35])[CH3:34])=C(O)[CH:31]=4)[C:23]=3[C:22]([OH:38])=[CH:21][C:20]=2[O:39][CH3:40])=[O:18])[C:12]2[C:7](=[CH:8][CH:9]=[CH:10][CH:11]=2)[CH:6]=1)(=O)C.[C:41](=[O:44])([O-])[O-].[K+].[K+].Cl.C[OH:49]. Product: [C:33]([C:29]1[C:28](=[O:36])[C@@:27]2([CH3:37])[C:23]3[C:22]([OH:38])=[CH:21][C:20]([O:39][CH3:40])=[C:19]([C:17]([NH:16][CH2:15][C:13]4[C:12]5[C:7](=[CH:8][CH:9]=[CH:10][CH:11]=5)[CH:6]=[CH:5][C:14]=4[OH:49])=[O:18])[C:24]=3[O:25][C:26]2=[CH:31][C:41]=1[OH:44])(=[O:35])[CH3:34]. The catalyst class is: 2. (3) Reactant: [O:1]=[C:2]1[N:6]2[CH2:7][CH2:8][N:9]([C:11]([O:13][C:14]([CH3:17])([CH3:16])[CH3:15])=[O:12])[CH2:10][CH:5]2[CH2:4][CH2:3]1.C[Si]([N-][Si](C)(C)C)(C)C.[Li+].Br[CH2:29][C:30]1[CH:35]=[CH:34][CH:33]=[C:32]([F:36])[CH:31]=1.[NH4+].[Cl-]. Product: [F:36][C:32]1[CH:31]=[C:30]([CH:35]=[CH:34][CH:33]=1)[CH2:29][CH:3]1[C:2](=[O:1])[N:6]2[CH2:7][CH2:8][N:9]([C:11]([O:13][C:14]([CH3:17])([CH3:16])[CH3:15])=[O:12])[CH2:10][C@@H:5]2[CH2:4]1. The catalyst class is: 7. (4) Reactant: [CH2:1]([O:8][C:9]([N:11]1[CH2:20][CH2:19][C:18]2[C:13](=[CH:14][CH:15]=[CH:16][CH:17]=2)[CH:12]1[C:21]1[CH:26]=[C:25]([C:27]#[N:28])[CH:24]=[CH:23][C:22]=1[O:29][CH2:30][C:31]([O:33]CC)=[O:32])=[O:10])[C:2]1[CH:7]=[CH:6][CH:5]=[CH:4][CH:3]=1.CC[OH:38]. Product: [CH2:1]([O:8][C:9]([N:11]1[CH2:20][CH2:19][C:18]2[C:13](=[CH:14][CH:15]=[CH:16][CH:17]=2)[CH:12]1[C:21]1[CH:26]=[C:25]([C:27](=[O:38])[NH2:28])[CH:24]=[CH:23][C:22]=1[O:29][CH2:30][C:31]([OH:33])=[O:32])=[O:10])[C:2]1[CH:3]=[CH:4][CH:5]=[CH:6][CH:7]=1. The catalyst class is: 6. (5) Reactant: [CH3:1][O:2][C:3]1[C:10]([CH3:11])=[C:9]([O:12]C2CCCCO2)[CH:8]=[CH:7][C:4]=1[CH:5]=[O:6].Cl. Product: [OH:12][C:9]1[CH:8]=[CH:7][C:4]([CH:5]=[O:6])=[C:3]([O:2][CH3:1])[C:10]=1[CH3:11]. The catalyst class is: 8. (6) Reactant: S(=O)(=O)(O)O.O1[C:10]2([CH2:20][CH2:19][C:13]3([CH2:17][CH2:16][NH:15][C:14]3=[O:18])[CH2:12][CH2:11]2)[O:9]CC1.C(=O)([O-])[O-].[K+].[K+]. Product: [CH2:17]1[C:13]2([CH2:12][CH2:11][C:10](=[O:9])[CH2:20][CH2:19]2)[C:14](=[O:18])[NH:15][CH2:16]1. The catalyst class is: 21. (7) Reactant: COC1C=CC(C[N:8]2[C:26](=[O:27])[N:25]3[CH:21]([CH2:22][CH:23]([O:28][C:29]4[CH:34]=[C:33]([C:35]5[CH:40]=[CH:39][CH:38]=[CH:37][CH:36]=5)[N:32]=[C:31]([O:41][CH3:42])[N:30]=4)[CH2:24]3)[C:20](=[O:43])[NH:19][C:18]3([C:44]([NH:46][S:47]([CH:50]4[CH2:52][CH2:51]4)(=[O:49])=[O:48])=[O:45])[CH:16]([CH2:17]3)[CH:15]=[CH:14][CH2:13][CH2:12][CH2:11][CH2:10][CH2:9]2)=CC=1.C(Cl)Cl.C([O-])(O)=O.[Na+]. Product: [CH3:42][O:41][C:31]1[N:30]=[C:29]([O:28][CH:23]2[CH2:22][CH:21]3[N:25]([C:26](=[O:27])[NH:8][CH2:9][CH2:10][CH2:11][CH2:12][CH2:13][CH:14]=[CH:15][CH:16]4[C:18]([C:44]([NH:46][S:47]([CH:50]5[CH2:51][CH2:52]5)(=[O:48])=[O:49])=[O:45])([NH:19][C:20]3=[O:43])[CH2:17]4)[CH2:24]2)[CH:34]=[C:33]([C:35]2[CH:36]=[CH:37][CH:38]=[CH:39][CH:40]=2)[N:32]=1. The catalyst class is: 67. (8) Reactant: [CH3:1][O:2][CH2:3][C@@H:4]([O:7][C:8]1[CH:9]=[C:10]([CH:15]=[C:16]([O:18][CH2:19][C:20]2[CH:25]=[CH:24][CH:23]=[CH:22][CH:21]=2)[CH:17]=1)[C:11]([O:13]C)=[O:12])[CH2:5][CH3:6].C1COCC1.[OH-].[Li+]. Product: [CH3:1][O:2][CH2:3][C@@H:4]([O:7][C:8]1[CH:9]=[C:10]([CH:15]=[C:16]([O:18][CH2:19][C:20]2[CH:21]=[CH:22][CH:23]=[CH:24][CH:25]=2)[CH:17]=1)[C:11]([OH:13])=[O:12])[CH2:5][CH3:6]. The catalyst class is: 72.